This data is from Full USPTO retrosynthesis dataset with 1.9M reactions from patents (1976-2016). The task is: Predict the reactants needed to synthesize the given product. Given the product [NH2:1][C:7]([C:35]1[CH:40]=[CH:39][C:38]([Cl:41])=[CH:37][CH:36]=1)([C:29]1[CH:30]=[N:31][CH:32]=[CH:33][CH:34]=1)[C:8]1[CH:9]=[C:10]2[C:15](=[CH:16][CH:17]=1)[N:14]([CH3:18])[C:13](=[O:19])[CH:12]=[C:11]2[CH2:20][CH2:21][C:22]1[CH:27]=[CH:26][CH:25]=[C:24]([Cl:28])[CH:23]=1, predict the reactants needed to synthesize it. The reactants are: [NH3:1].CC(O)C.Cl[C:7]([C:35]1[CH:40]=[CH:39][C:38]([Cl:41])=[CH:37][CH:36]=1)([C:29]1[CH:30]=[N:31][CH:32]=[CH:33][CH:34]=1)[C:8]1[CH:9]=[C:10]2[C:15](=[CH:16][CH:17]=1)[N:14]([CH3:18])[C:13](=[O:19])[CH:12]=[C:11]2[CH2:20][CH2:21][C:22]1[CH:27]=[CH:26][CH:25]=[C:24]([Cl:28])[CH:23]=1.